From a dataset of Reaction yield outcomes from USPTO patents with 853,638 reactions. Predict the reaction yield, written as a fraction of the theoretical maximum amount of product (1.0 means a 100% yield; for example, 0.34 means a 34% yield). (1) The reactants are Cl[C:2]1[N:7]=[C:6]2[CH2:8][CH2:9][CH2:10][C:5]2=[C:4]([NH:11][C:12]2[CH:17]=[CH:16][C:15]([CH2:18][C:19]([O:21][CH2:22][CH3:23])=[O:20])=[CH:14][CH:13]=2)[CH:3]=1.[N:24]1([C:30]([O:32][C:33]([CH3:36])([CH3:35])[CH3:34])=[O:31])[CH2:29][CH2:28][NH:27][CH2:26][CH2:25]1. No catalyst specified. The product is [CH2:22]([O:21][C:19](=[O:20])[CH2:18][C:15]1[CH:16]=[CH:17][C:12]([NH:11][C:4]2[CH:3]=[C:2]([N:27]3[CH2:26][CH2:25][N:24]([C:30]([O:32][C:33]([CH3:36])([CH3:35])[CH3:34])=[O:31])[CH2:29][CH2:28]3)[N:7]=[C:6]3[CH2:8][CH2:9][CH2:10][C:5]=23)=[CH:13][CH:14]=1)[CH3:23]. The yield is 0.210. (2) The reactants are C(OC([N:8]1[CH2:13][CH2:12][CH2:11][CH2:10][CH:9]1[CH2:14][C:15](O)=O)=O)(C)(C)C.[F:18][C:19]1[CH:20]=[C:21]([NH2:27])[C:22]([NH2:26])=[CH:23][C:24]=1[F:25].C(=O)([O-])[O-].[K+].[K+]. No catalyst specified. The product is [F:18][C:19]1[C:24]([F:25])=[CH:23][C:22]2[NH:26][C:15]([CH2:14][CH:9]3[CH2:10][CH2:11][CH2:12][CH2:13][NH:8]3)=[N:27][C:21]=2[CH:20]=1. The yield is 0.690.